Dataset: Forward reaction prediction with 1.9M reactions from USPTO patents (1976-2016). Task: Predict the product of the given reaction. (1) The product is: [CH2:10]([O:9][C:7](=[O:8])[C:6]([C:2]1[S:1][CH:5]=[CH:4][CH:3]=1)=[N:13][C:14]1[CH:19]=[CH:18][CH:17]=[C:16]([C:20]([F:21])([F:22])[F:23])[CH:15]=1)[CH3:11]. Given the reactants [S:1]1[CH:5]=[CH:4][CH:3]=[C:2]1[C:6](=O)[C:7]([O:9][CH2:10][CH3:11])=[O:8].[NH2:13][C:14]1[CH:15]=[C:16]([C:20]([F:23])([F:22])[F:21])[CH:17]=[CH:18][CH:19]=1, predict the reaction product. (2) Given the reactants [CH:1]1([CH2:7][C:8]2[NH:12][C:11]([CH2:13][CH2:14][C:15]3[CH:20]=[CH:19][C:18]([C:21]4[C:22]([C:27]([O:29]CC5C=CC=CC=5)=[O:28])=[N:23][CH:24]=[CH:25][CH:26]=4)=[CH:17][CH:16]=3)=[N:10][CH:9]=2)[CH2:6][CH2:5][CH2:4][CH2:3][CH2:2]1, predict the reaction product. The product is: [CH:1]1([CH2:7][C:8]2[NH:12][C:11]([CH2:13][CH2:14][C:15]3[CH:16]=[CH:17][C:18]([C:21]4[C:22]([C:27]([OH:29])=[O:28])=[N:23][CH:24]=[CH:25][CH:26]=4)=[CH:19][CH:20]=3)=[N:10][CH:9]=2)[CH2:6][CH2:5][CH2:4][CH2:3][CH2:2]1. (3) Given the reactants [CH:1]1([CH2:4][O:5][C:6]2[CH:14]=[CH:13][C:9]3[O:10][CH2:11][O:12][C:8]=3[C:7]=2[C:15]2[C:16]3[NH:23][C:22]([CH3:24])=[C:21]([C:25](O)=[O:26])[C:17]=3[N:18]=[CH:19][N:20]=2)[CH2:3][CH2:2]1.CCN(C(C)C)C(C)C.Cl.[NH2:38][C@H:39]([CH2:69][C:70]1[CH:75]=[CH:74][C:73]([CH3:76])=[CH:72][CH:71]=1)[C:40]([N:42]1[CH2:47][CH2:46][CH:45]([N:48]2[N:57]=[C:56]([C:58]3[CH:63]=[CH:62][C:61]([O:64][CH3:65])=[C:60]([O:66][CH3:67])[CH:59]=3)[C@@H:55]3[C@@H:50]([CH2:51][CH2:52][CH2:53][CH2:54]3)[C:49]2=[O:68])[CH2:44][CH2:43]1)=[O:41].CCOC(C(C#N)=NOC(N1CCOCC1)=[N+](C)C)=O.F[P-](F)(F)(F)(F)F.C(=O)(O)[O-].[Na+], predict the reaction product. The product is: [CH:1]1([CH2:4][O:5][C:6]2[CH:14]=[CH:13][C:9]3[O:10][CH2:11][O:12][C:8]=3[C:7]=2[C:15]2[C:16]3[NH:23][C:22]([CH3:24])=[C:21]([C:25]([NH:38][C@H:39]([CH2:69][C:70]4[CH:71]=[CH:72][C:73]([CH3:76])=[CH:74][CH:75]=4)[C:40]([N:42]4[CH2:43][CH2:44][CH:45]([N:48]5[N:57]=[C:56]([C:58]6[CH:63]=[CH:62][C:61]([O:64][CH3:65])=[C:60]([O:66][CH3:67])[CH:59]=6)[C@@H:55]6[C@@H:50]([CH2:51][CH2:52][CH2:53][CH2:54]6)[C:49]5=[O:68])[CH2:46][CH2:47]4)=[O:41])=[O:26])[C:17]=3[N:18]=[CH:19][N:20]=2)[CH2:3][CH2:2]1.